Dataset: Catalyst prediction with 721,799 reactions and 888 catalyst types from USPTO. Task: Predict which catalyst facilitates the given reaction. (1) Reactant: ClC1C=CC=C(C(OO)=[O:9])C=1.[F:12][C:13]1[C:22]([C:23](=[CH2:28])[C:24]([O:26][CH3:27])=[O:25])=[C:21]2[C:16]([CH:17]=[CH:18][C:19]([O:29][CH3:30])=[N:20]2)=[CH:15][CH:14]=1.COC(=O)CC1C(F)=CC=C2C=1N=C(OC)C=C2.S([O-])([O-])=O.[Na+].[Na+].C(=O)(O)[O-].[Na+]. Product: [F:12][C:13]1[C:22]([C:23]2([C:24]([O:26][CH3:27])=[O:25])[CH2:28][O:9]2)=[C:21]2[C:16]([CH:17]=[CH:18][C:19]([O:29][CH3:30])=[N:20]2)=[CH:15][CH:14]=1. The catalyst class is: 46. (2) Reactant: [OH:1][C:2]1[CH:9]=[CH:8][C:5]([CH:6]=[O:7])=[CH:4][CH:3]=1.[F:10][C:11]([F:17])([F:16])[CH2:12][CH2:13][CH2:14]O.C1C=CC(P(C2C=CC=CC=2)C2C=CC=CC=2)=CC=1.CC(OC(/N=N/C(OC(C)C)=O)=O)C. Product: [F:10][C:11]([F:17])([F:16])[CH2:12][CH2:13][CH2:14][O:1][C:2]1[CH:9]=[CH:8][C:5]([CH:6]=[O:7])=[CH:4][CH:3]=1. The catalyst class is: 2.